From a dataset of Full USPTO retrosynthesis dataset with 1.9M reactions from patents (1976-2016). Predict the reactants needed to synthesize the given product. (1) Given the product [C:18]([CH:17]([NH:21][C:2]1[C:11]([C:12]([OH:14])=[O:13])=[CH:10][C:9]2[C:4](=[CH:5][CH:6]=[C:7]([Cl:15])[CH:8]=2)[N:3]=1)[CH3:16])([OH:20])=[O:19], predict the reactants needed to synthesize it. The reactants are: Cl[C:2]1[C:11]([C:12]([OH:14])=[O:13])=[CH:10][C:9]2[C:4](=[CH:5][CH:6]=[C:7]([Cl:15])[CH:8]=2)[N:3]=1.[CH3:16][CH:17]([NH2:21])[C:18]([OH:20])=[O:19]. (2) Given the product [O:1]1[C:5]2[CH:6]=[CH:7][CH:8]=[CH:9][C:4]=2[N:3]=[C:2]1[C:10]1([C:13]([OH:15])=[O:14])[CH2:12][CH2:11]1, predict the reactants needed to synthesize it. The reactants are: [O:1]1[C:5]2[CH:6]=[CH:7][CH:8]=[CH:9][C:4]=2[N:3]=[C:2]1[C:10]1([C:13]([O:15]C)=[O:14])[CH2:12][CH2:11]1.C1COCC1.O.[Li+].[OH-]. (3) Given the product [CH3:1][O:2][C:3]1[CH:4]=[C:5]2[C:10](=[CH:11][C:12]=1[O:13][CH3:14])[N:9]=[CH:8][CH:7]=[C:6]2[O:15][C:16]1[C:22]([CH3:23])=[CH:21][C:19]([NH:20][C:36]([NH:53][CH:51]([C:47]2[S:48][C:49]([CH3:50])=[C:45]([CH3:44])[N:46]=2)[CH3:52])=[O:42])=[C:18]([CH3:24])[CH:17]=1, predict the reactants needed to synthesize it. The reactants are: [CH3:1][O:2][C:3]1[CH:4]=[C:5]2[C:10](=[CH:11][C:12]=1[O:13][CH3:14])[N:9]=[CH:8][CH:7]=[C:6]2[O:15][C:16]1[C:22]([CH3:23])=[CH:21][C:19]([NH2:20])=[C:18]([CH3:24])[CH:17]=1.C(N(CC)CC)C.ClC(Cl)(O[C:36](=[O:42])OC(Cl)(Cl)Cl)Cl.[CH3:44][C:45]1[N:46]=[C:47]([CH:51]([NH2:53])[CH3:52])[S:48][C:49]=1[CH3:50]. (4) Given the product [CH2:1]([O:3][C:4]([C:6]1[S:10][C:9]2[CH:11]=[C:12]([CH:15]([C:17](=[O:19])[NH2:26])[F:16])[CH:13]=[CH:14][C:8]=2[CH:7]=1)=[O:5])[CH3:2], predict the reactants needed to synthesize it. The reactants are: [CH2:1]([O:3][C:4]([C:6]1[S:10][C:9]2[CH:11]=[C:12]([CH:15]([C:17]([OH:19])=O)[F:16])[CH:13]=[CH:14][C:8]=2[CH:7]=1)=[O:5])[CH3:2].C(Cl)(=O)C(Cl)=O.[NH4+:26].[OH-].